Dataset: Reaction yield outcomes from USPTO patents with 853,638 reactions. Task: Predict the reaction yield, written as a fraction of the theoretical maximum amount of product (1.0 means a 100% yield; for example, 0.34 means a 34% yield). (1) The reactants are [Si:1]([O:8][CH2:9][C:10]1[NH:11][C:12]2[C:17]([CH:18]=1)=[CH:16][CH:15]=[CH:14][CH:13]=2)([C:4]([CH3:7])([CH3:6])[CH3:5])([CH3:3])[CH3:2].[C:19]([O:23][CH3:24])(=[O:22])[CH:20]=[CH2:21].N12CCCN=C1CCCCC2. The catalyst is CC#N. The product is [Si:1]([O:8][CH2:9][C:10]1[N:11]([CH2:21][CH2:20][C:19]([O:23][CH3:24])=[O:22])[C:12]2[C:17]([CH:18]=1)=[CH:16][CH:15]=[CH:14][CH:13]=2)([C:4]([CH3:7])([CH3:6])[CH3:5])([CH3:3])[CH3:2]. The yield is 0.960. (2) The reactants are [N+:1]([C:4]1[NH:8][N:7]=[C:6]([C:9]([O:11][CH3:12])=[O:10])[CH:5]=1)([O-:3])=[O:2].[C:13](=O)([O-])[O-].[K+].[K+].CI. The catalyst is CN(C)C=O. The product is [CH3:13][N:8]1[C:4]([N+:1]([O-:3])=[O:2])=[CH:5][C:6]([C:9]([O:11][CH3:12])=[O:10])=[N:7]1. The yield is 0.150.